This data is from Catalyst prediction with 721,799 reactions and 888 catalyst types from USPTO. The task is: Predict which catalyst facilitates the given reaction. Reactant: C([O:3][C:4](=O)[CH2:5][N:6]([C:11]1[CH:16]=[CH:15][C:14]([CH2:17][CH:18]2[NH:24][C:23](=[O:25])[C:22]3[CH:26]=[CH:27][CH:28]=[CH:29][C:21]=3[NH:20][C:19]2=[O:30])=[CH:13][C:12]=1[O:31][CH2:32][C:33]1[CH:38]=[CH:37][CH:36]=[CH:35][CH:34]=1)[S:7]([NH2:10])(=[O:9])=[O:8])C.CC(C)([O-])C.[K+]. Product: [CH2:32]([O:31][C:12]1[CH:13]=[C:14]([CH:15]=[CH:16][C:11]=1[N:6]1[CH2:5][C:4](=[O:3])[NH:10][S:7]1(=[O:8])=[O:9])[CH2:17][CH:18]1[NH:24][C:23](=[O:25])[C:22]2[CH:26]=[CH:27][CH:28]=[CH:29][C:21]=2[NH:20][C:19]1=[O:30])[C:33]1[CH:34]=[CH:35][CH:36]=[CH:37][CH:38]=1. The catalyst class is: 1.